Task: Predict which catalyst facilitates the given reaction.. Dataset: Catalyst prediction with 721,799 reactions and 888 catalyst types from USPTO (1) Reactant: [Cl:1][C:2]1[CH:7]=[C:6]([Cl:8])[CH:5]=[CH:4][C:3]=1[CH2:9][CH2:10][O:11][C:12]1[CH:13]=[C:14]([CH:18]=[CH:19][CH:20]=1)[C:15]([OH:17])=O.[B-](F)(F)(F)F.CCOC(C(C#N)=NOC(N(C)C)=[N+](C)C)=O.[N:43]1([C:51]2[CH:56]=[CH:55][N:54]=[CH:53][CH:52]=2)[CH2:48][CH2:47][CH:46]([CH2:49][NH2:50])[CH2:45][CH2:44]1. Product: [Cl:1][C:2]1[CH:7]=[C:6]([Cl:8])[CH:5]=[CH:4][C:3]=1[CH2:9][CH2:10][O:11][C:12]1[CH:13]=[C:14]([CH:18]=[CH:19][CH:20]=1)[C:15]([NH:50][CH2:49][CH:46]1[CH2:45][CH2:44][N:43]([C:51]2[CH:56]=[CH:55][N:54]=[CH:53][CH:52]=2)[CH2:48][CH2:47]1)=[O:17]. The catalyst class is: 3. (2) The catalyst class is: 40. Reactant: [Br:1][C:2]1[CH:3]=[C:4]([CH:16]=[C:17]([Cl:19])[CH:18]=1)[O:5][C:6]1[C:13]([Cl:14])=[CH:12][CH:11]=[C:10](F)[C:7]=1[CH:8]=O.O.[NH2:21][NH2:22]. Product: [Br:1][C:2]1[CH:3]=[C:4]([CH:16]=[C:17]([Cl:19])[CH:18]=1)[O:5][C:6]1[C:13]([Cl:14])=[CH:12][CH:11]=[C:10]2[C:7]=1[CH:8]=[N:21][NH:22]2. (3) Reactant: [I:1][C:2]1[CH:3]=[C:4]([CH:8]=[CH:9][CH:10]=1)[C:5]([OH:7])=O.C([O-])([O-])=O.[Cs+].[Cs+].[CH2:17](Br)[C:18]1[CH:23]=[CH:22][CH:21]=[CH:20][CH:19]=1. Product: [I:1][C:2]1[CH:3]=[C:4]([C:5](=[O:7])[CH2:17][C:18]2[CH:23]=[CH:22][CH:21]=[CH:20][CH:19]=2)[CH:8]=[CH:9][CH:10]=1. The catalyst class is: 23. (4) Reactant: [Br:1][C:2]1[CH:3]=[C:4]2[C:8](=[N:9][CH:10]=1)[NH:7][CH:6]=[CH:5]2.[F:11][C:12]1[CH:17]=[CH:16][C:15]([NH:18][S:19]([CH2:22][CH2:23][CH3:24])(=[O:21])=[O:20])=[CH:14][C:13]=1[CH:25]=[O:26].[OH-].[K+].Cl. Product: [Br:1][C:2]1[CH:3]=[C:4]2[C:5]([CH:25]([OH:26])[C:13]3[CH:14]=[C:15]([NH:18][S:19]([CH2:22][CH2:23][CH3:24])(=[O:21])=[O:20])[CH:16]=[CH:17][C:12]=3[F:11])=[CH:6][NH:7][C:8]2=[N:9][CH:10]=1. The catalyst class is: 24. (5) Reactant: [CH3:1][O:2][C:3]1[CH:12]=[CH:11][C:10]2[C:5](=[CH:6][C:7]([N+:13]([O-])=O)=[CH:8][CH:9]=2)[N:4]=1. Product: [CH3:1][O:2][C:3]1[CH:12]=[CH:11][C:10]2[C:5](=[CH:6][C:7]([NH2:13])=[CH:8][CH:9]=2)[N:4]=1. The catalyst class is: 43.